Dataset: Full USPTO retrosynthesis dataset with 1.9M reactions from patents (1976-2016). Task: Predict the reactants needed to synthesize the given product. (1) Given the product [CH:36]1([C:33]2[CH:32]=[CH:31][C:30]([C:28]([C:27]3[CH:8]([C:7]4[CH:10]=[CH:11][C:4]([O:3][C:2]([F:13])([F:12])[F:1])=[CH:5][CH:6]=4)[N:14]([C:15]4[N:16]=[N:17][C:18]([CH3:21])=[CH:19][CH:20]=4)[C:25](=[O:24])[C:26]=3[OH:42])=[O:29])=[CH:35][CH:34]=2)[CH2:37][CH2:38][CH2:39][CH2:40][CH2:41]1, predict the reactants needed to synthesize it. The reactants are: [F:1][C:2]([F:13])([F:12])[O:3][C:4]1[CH:11]=[CH:10][C:7]([CH:8]=O)=[CH:6][CH:5]=1.[NH2:14][C:15]1[N:16]=[N:17][C:18]([CH3:21])=[CH:19][CH:20]=1.C([O:24][C:25](=O)[C:26]([OH:42])=[CH:27][C:28]([C:30]1[CH:35]=[CH:34][C:33]([CH:36]2[CH2:41][CH2:40][CH2:39][CH2:38][CH2:37]2)=[CH:32][CH:31]=1)=[O:29])C. (2) Given the product [Br:12][C:13]1[CH:14]=[CH:15][C:16]([CH2:19][O:8][C:5]2[CH:6]=[CH:7][C:2]([F:1])=[CH:3][CH:4]=2)=[N:17][CH:18]=1, predict the reactants needed to synthesize it. The reactants are: [F:1][C:2]1[CH:7]=[CH:6][C:5]([OH:8])=[CH:4][CH:3]=1.[H-].[Na+].Cl.[Br:12][C:13]1[CH:14]=[CH:15][C:16]([CH2:19]Cl)=[N:17][CH:18]=1.C(N(CC)CC)C. (3) Given the product [Br:1][C:2]1[CH:8]=[C:7]([S:9]([CH3:12])(=[O:11])=[O:10])[CH:6]=[CH:5][C:3]=1[NH:4][C:17]1[CH:18]=[CH:19][C:14]([Cl:13])=[CH:15][CH:16]=1, predict the reactants needed to synthesize it. The reactants are: [Br:1][C:2]1[CH:8]=[C:7]([S:9]([CH3:12])(=[O:11])=[O:10])[CH:6]=[CH:5][C:3]=1[NH2:4].[Cl:13][C:14]1[CH:19]=[CH:18][C:17](I)=[CH:16][CH:15]=1.C(=O)([O-])[O-].[Cs+].[Cs+].CC1(C)C2C(=C(P(C3C=CC=CC=3)C3C=CC=CC=3)C=CC=2)OC2C(P(C3C=CC=CC=3)C3C=CC=CC=3)=CC=CC1=2. (4) Given the product [Cl:1][C:2]1[CH:7]=[C:6]([CH2:8][CH2:9][NH:10][C:11]2[N:16]=[C:15]([C:17]3[CH:18]=[C:19]([CH:20]=[CH:21][CH:22]=3)[CH2:23][N:24]([CH:25]([CH3:26])[CH3:27])[C:36](=[O:37])[C:35]3[C:30]([CH3:29])=[CH:31][CH:32]=[N:33][CH:34]=3)[CH:14]=[CH:13][N:12]=2)[CH:5]=[CH:4][C:3]=1[OH:28], predict the reactants needed to synthesize it. The reactants are: [Cl:1][C:2]1[CH:7]=[C:6]([CH2:8][CH2:9][NH:10][C:11]2[N:16]=[C:15]([C:17]3[CH:22]=[CH:21][CH:20]=[C:19]([CH2:23][NH:24][CH:25]([CH3:27])[CH3:26])[CH:18]=3)[CH:14]=[CH:13][N:12]=2)[CH:5]=[CH:4][C:3]=1[OH:28].[CH3:29][C:30]1[C:35]([C:36](O)=[O:37])=[CH:34][N:33]=[CH:32][CH:31]=1. (5) Given the product [CH3:40][O:39][CH2:38][CH2:37][CH2:36][CH2:35][N:5]1[C:6]([C:7]([N:9]([CH2:31][CH:32]([CH3:33])[CH3:34])[C@H:10]2[CH2:15][C@@H:14]([C:16]([N:18]3[CH2:19][CH2:20][O:21][CH2:22][CH2:23]3)=[O:17])[CH2:13][N:12]([C:24]([O:26][C:27]([CH3:30])([CH3:28])[CH3:29])=[O:25])[CH2:11]2)=[O:8])=[CH:2][N:3]=[C:4]1[C:41]1[CH:42]=[CH:43][CH:44]=[CH:45][CH:46]=1, predict the reactants needed to synthesize it. The reactants are: Cl[C:2]1[N:3]=[C:4]([C:41]2[CH:46]=[CH:45][CH:44]=[CH:43][CH:42]=2)[N:5]([CH2:35][CH2:36][CH2:37][CH2:38][O:39][CH3:40])[C:6]=1[C:7]([N:9]([CH2:31][CH:32]([CH3:34])[CH3:33])[C@H:10]1[CH2:15][C@@H:14]([C:16]([N:18]2[CH2:23][CH2:22][O:21][CH2:20][CH2:19]2)=[O:17])[CH2:13][N:12]([C:24]([O:26][C:27]([CH3:30])([CH3:29])[CH3:28])=[O:25])[CH2:11]1)=[O:8].C([O-])(=O)C.[K+]. (6) Given the product [Br:9][C:10]1[C:15]([CH3:16])=[CH:14][C:13]([O:17][CH:5]2[CH2:4][CH2:3][S:2](=[O:8])(=[O:7])[NH:1][CH2:6]2)=[CH:12][C:11]=1[CH3:18], predict the reactants needed to synthesize it. The reactants are: [N:1]12[CH2:6][CH:5]1[CH2:4][CH2:3][S:2]2(=[O:8])=[O:7].[Br:9][C:10]1[C:15]([CH3:16])=[CH:14][C:13]([OH:17])=[CH:12][C:11]=1[CH3:18].[H-].[Na+].O.